The task is: Predict which catalyst facilitates the given reaction.. This data is from Catalyst prediction with 721,799 reactions and 888 catalyst types from USPTO. Reactant: [F:1][C:2]1[CH:9]=[CH:8][C:7]([F:10])=[CH:6][C:3]=1[CH:4]=[O:5].O[CH2:12][CH2:13][C:14]1[C:22]2[C:17](=[CH:18][CH:19]=[CH:20][CH:21]=2)[NH:16][CH:15]=1.FC(F)(F)C(O)=O. Product: [F:1][C:2]1[CH:9]=[CH:8][C:7]([F:10])=[CH:6][C:3]=1[CH:4]1[C:15]2[NH:16][C:17]3[C:22]([C:14]=2[CH2:13][CH2:12][O:5]1)=[CH:21][CH:20]=[CH:19][CH:18]=3. The catalyst class is: 4.